From a dataset of Forward reaction prediction with 1.9M reactions from USPTO patents (1976-2016). Predict the product of the given reaction. Given the reactants [NH2:1][C:2]1[CH:7]=[CH:6][C:5]([C:8]2[C:16]3[C:15]([NH:17][C@H:18]([C:20]4[N:25]([C:26]5[CH:31]=[CH:30][CH:29]=[CH:28][CH:27]=5)[C:24](=[O:32])[C:23]5=[C:33]([CH3:36])[CH:34]=[CH:35][N:22]5[N:21]=4)[CH3:19])=[N:14][CH:13]=[N:12][C:11]=3[N:10]([CH2:37][O:38][CH2:39][CH2:40][Si:41]([CH3:44])([CH3:43])[CH3:42])[CH:9]=2)=[C:4]([O:45][CH3:46])[CH:3]=1.N1C=CC=CC=1.[CH3:53][N:54]([CH3:59])[S:55](Cl)(=[O:57])=[O:56], predict the reaction product. The product is: [CH3:46][O:45][C:4]1[CH:3]=[C:2]([NH:1][S:55]([N:54]([CH3:59])[CH3:53])(=[O:57])=[O:56])[CH:7]=[CH:6][C:5]=1[C:8]1[C:16]2[C:15]([NH:17][C@H:18]([C:20]3[N:25]([C:26]4[CH:31]=[CH:30][CH:29]=[CH:28][CH:27]=4)[C:24](=[O:32])[C:23]4=[C:33]([CH3:36])[CH:34]=[CH:35][N:22]4[N:21]=3)[CH3:19])=[N:14][CH:13]=[N:12][C:11]=2[N:10]([CH2:37][O:38][CH2:39][CH2:40][Si:41]([CH3:43])([CH3:42])[CH3:44])[CH:9]=1.